Dataset: Forward reaction prediction with 1.9M reactions from USPTO patents (1976-2016). Task: Predict the product of the given reaction. (1) The product is: [F:30][C:21]1[C:22]([C:26]([F:29])([F:27])[F:28])=[CH:23][CH:24]=[CH:25][C:20]=1[C:17]1[O:18][CH:19]=[C:15]([CH2:14][N:3]2[CH:7]=[C:6]([C:8]([O:10][CH2:11][CH3:12])=[O:9])[CH:5]=[N:4]2)[N:16]=1. Given the reactants [H-].[Na+].[NH:3]1[CH:7]=[C:6]([C:8]([O:10][CH2:11][CH3:12])=[O:9])[CH:5]=[N:4]1.Cl[CH2:14][C:15]1[N:16]=[C:17]([C:20]2[CH:25]=[CH:24][CH:23]=[C:22]([C:26]([F:29])([F:28])[F:27])[C:21]=2[F:30])[O:18][CH:19]=1.C(O)(=O)CC(CC(O)=O)(C(O)=O)O, predict the reaction product. (2) Given the reactants [F:1][C:2]1([F:29])[CH2:4][CH:3]1[CH2:5][N:6]1[C:14]2[C:9](=[N:10][C:11]([C:15]3[CH:16]=[C:17]([CH:22]=[CH:23][C:24]=3[CH3:25])[C:18](OC)=[O:19])=[CH:12][CH:13]=2)[N:8]([CH3:26])[S:7]1(=[O:28])=[O:27].CC(C[AlH]CC(C)C)C, predict the reaction product. The product is: [F:29][C:2]1([F:1])[CH2:4][CH:3]1[CH2:5][N:6]1[C:14]2[C:9](=[N:10][C:11]([C:15]3[CH:16]=[C:17]([CH2:18][OH:19])[CH:22]=[CH:23][C:24]=3[CH3:25])=[CH:12][CH:13]=2)[N:8]([CH3:26])[S:7]1(=[O:27])=[O:28]. (3) Given the reactants F[C:2]1[CH:3]=[N:4][CH:5]=[CH:6][C:7]=1[C:8]1[O:9][C:10]2[CH:16]=[CH:15][C:14]([C:17]([F:20])([F:19])[F:18])=[CH:13][C:11]=2[CH:12]=1.[C:21](=O)([O-])[O-:22].[K+].[K+].CO, predict the reaction product. The product is: [CH3:21][O:22][C:2]1[CH:3]=[N:4][CH:5]=[CH:6][C:7]=1[C:8]1[O:9][C:10]2[CH:16]=[CH:15][C:14]([C:17]([F:20])([F:19])[F:18])=[CH:13][C:11]=2[CH:12]=1. (4) Given the reactants [CH3:1][N:2]1[CH2:6][CH2:5][CH2:4][C@H:3]1[C:7]1[N:11]2[CH:12]=[C:13]([O:16][C@H:17]3[C:26]4[C:21](=[CH:22][CH:23]=[CH:24][CH:25]=4)[C@@H:20]([NH2:27])[CH2:19][CH2:18]3)[CH:14]=[CH:15][C:10]2=[N:9][N:8]=1.ClC(Cl)(Cl)C[O:31][C:32](=O)[NH:33][C:34]1[N:35]([C:43]2[CH:48]=[CH:47][C:46]([O:49][Si:50]([CH:57]([CH3:59])[CH3:58])([CH:54]([CH3:56])[CH3:55])[CH:51]([CH3:53])[CH3:52])=[C:45]([Cl:60])[CH:44]=2)[N:36]=[C:37]([C:39]([CH3:42])([CH3:41])[CH3:40])[CH:38]=1.CCN(C(C)C)C(C)C, predict the reaction product. The product is: [C:39]([C:37]1[CH:38]=[C:34]([NH:33][C:32]([NH:27][C@@H:20]2[C:21]3[C:26](=[CH:25][CH:24]=[CH:23][CH:22]=3)[C@H:17]([O:16][C:13]3[CH:14]=[CH:15][C:10]4[N:11]([C:7]([C@@H:3]5[CH2:4][CH2:5][CH2:6][N:2]5[CH3:1])=[N:8][N:9]=4)[CH:12]=3)[CH2:18][CH2:19]2)=[O:31])[N:35]([C:43]2[CH:48]=[CH:47][C:46]([O:49][Si:50]([CH:54]([CH3:56])[CH3:55])([CH:57]([CH3:58])[CH3:59])[CH:51]([CH3:53])[CH3:52])=[C:45]([Cl:60])[CH:44]=2)[N:36]=1)([CH3:42])([CH3:41])[CH3:40]. (5) Given the reactants [Cl:1][C:2]1[CH:7]=[CH:6][CH:5]=[CH:4][C:3]=1[C:8]1[C:9]([C:14]2[CH:19]=[CH:18][C:17]([Cl:20])=[CH:16][CH:15]=2)=[C:10]([NH2:13])[NH:11][N:12]=1.[C:21](OCC)(=[O:26])[CH2:22][C:23]([CH3:25])=O.C(OCC)C, predict the reaction product. The product is: [Cl:20][C:17]1[CH:16]=[CH:15][C:14]([C:9]2[C:8]([C:3]3[CH:4]=[CH:5][CH:6]=[CH:7][C:2]=3[Cl:1])=[N:12][N:11]3[C:21]([OH:26])=[CH:22][C:23]([CH3:25])=[N:13][C:10]=23)=[CH:19][CH:18]=1. (6) Given the reactants [CH2:1]([O:3][C:4]1[C:12]([O:13][CH3:14])=[CH:11][CH:10]=[CH:9][C:5]=1[CH2:6]CN)[CH3:2].[CH3:15][NH:16]CC1C=CC2C(=CC=CC=2)C=1CCC.[ClH:31].[N:32]1([CH2:38][CH2:39][CH2:40][N:41]2[CH2:46][C:45]3[CH:47]=[C:48](/[CH:51]=[CH:52]/[C:53]([OH:55])=O)[CH:49]=[N:50][C:44]=3[NH:43][C:42]2=[O:56])[CH2:37][CH2:36][O:35][CH2:34][CH2:33]1.Cl.CN1CC2C=C(/C=C/C(O)=O)C=NC=2NC(=O)C1, predict the reaction product. The product is: [ClH:31].[CH2:1]([O:3][C:4]1[C:12]([O:13][CH3:14])=[CH:11][CH:10]=[CH:9][C:5]=1[CH2:6][N:16]([CH3:15])[C:53](=[O:55])/[CH:52]=[CH:51]/[C:48]1[CH:49]=[N:50][C:44]2[NH:43][C:42](=[O:56])[N:41]([CH2:40][CH2:39][CH2:38][N:32]3[CH2:37][CH2:36][O:35][CH2:34][CH2:33]3)[CH2:46][C:45]=2[CH:47]=1)[CH3:2]. (7) Given the reactants [CH:1]1([N:5]([CH3:28])[C:6](=[O:27])[C:7]2[CH:12]=[C:11]([O:13][C:14]3[C:19]([CH3:20])=[CH:18][C:17]([N+:21]([O-:23])=[O:22])=[CH:16][C:15]=3[CH3:24])[CH:10]=[CH:9][C:8]=2[O:25]C)[CH2:4][CH2:3][CH2:2]1.B(Br)(Br)Br, predict the reaction product. The product is: [CH:1]1([N:5]([CH3:28])[C:6](=[O:27])[C:7]2[CH:12]=[C:11]([O:13][C:14]3[C:19]([CH3:20])=[CH:18][C:17]([N+:21]([O-:23])=[O:22])=[CH:16][C:15]=3[CH3:24])[CH:10]=[CH:9][C:8]=2[OH:25])[CH2:4][CH2:3][CH2:2]1. (8) Given the reactants [C:1]1([CH2:7][CH2:8][OH:9])[CH:6]=[CH:5][CH:4]=[CH:3][CH:2]=1.[CH2:10]([NH2:17])[C:11]1[CH:16]=[CH:15][CH:14]=[CH:13][CH:12]=1, predict the reaction product. The product is: [CH2:10]([NH:17][C:8](=[O:9])[CH2:7][C:1]1[CH:6]=[CH:5][CH:4]=[CH:3][CH:2]=1)[C:11]1[CH:16]=[CH:15][CH:14]=[CH:13][CH:12]=1.